From a dataset of NCI-60 drug combinations with 297,098 pairs across 59 cell lines. Regression. Given two drug SMILES strings and cell line genomic features, predict the synergy score measuring deviation from expected non-interaction effect. (1) Drug 1: C1CCC(C1)C(CC#N)N2C=C(C=N2)C3=C4C=CNC4=NC=N3. Drug 2: CC1=C2C(C(=O)C3(C(CC4C(C3C(C(C2(C)C)(CC1OC(=O)C(C(C5=CC=CC=C5)NC(=O)C6=CC=CC=C6)O)O)OC(=O)C7=CC=CC=C7)(CO4)OC(=O)C)O)C)OC(=O)C. Cell line: NCI/ADR-RES. Synergy scores: CSS=0.449, Synergy_ZIP=1.45, Synergy_Bliss=1.88, Synergy_Loewe=-0.866, Synergy_HSA=-0.913. (2) Drug 1: C1=NC2=C(N1)C(=S)N=C(N2)N. Drug 2: CC1=C(C=C(C=C1)C(=O)NC2=CC(=CC(=C2)C(F)(F)F)N3C=C(N=C3)C)NC4=NC=CC(=N4)C5=CN=CC=C5. Cell line: MCF7. Synergy scores: CSS=36.5, Synergy_ZIP=1.58, Synergy_Bliss=0.809, Synergy_Loewe=-3.52, Synergy_HSA=0.574. (3) Synergy scores: CSS=46.9, Synergy_ZIP=8.20, Synergy_Bliss=8.69, Synergy_Loewe=7.36, Synergy_HSA=9.15. Drug 1: CCCS(=O)(=O)NC1=C(C(=C(C=C1)F)C(=O)C2=CNC3=C2C=C(C=N3)C4=CC=C(C=C4)Cl)F. Cell line: MALME-3M. Drug 2: CC1C(C(CC(O1)OC2CC(OC(C2O)C)OC3=CC4=CC5=C(C(=O)C(C(C5)C(C(=O)C(C(C)O)O)OC)OC6CC(C(C(O6)C)O)OC7CC(C(C(O7)C)O)OC8CC(C(C(O8)C)O)(C)O)C(=C4C(=C3C)O)O)O)O. (4) Drug 1: C1=C(C(=O)NC(=O)N1)F. Drug 2: C1CC(C1)(C(=O)O)C(=O)O.[NH2-].[NH2-].[Pt+2]. Synergy scores: CSS=23.1, Synergy_ZIP=-7.20, Synergy_Bliss=-10.2, Synergy_Loewe=-6.29, Synergy_HSA=-5.67. Cell line: UO-31. (5) Drug 1: C1CN1P(=S)(N2CC2)N3CC3. Drug 2: CN1C2=C(C=C(C=C2)N(CCCl)CCCl)N=C1CCCC(=O)O.Cl. Cell line: K-562. Synergy scores: CSS=5.78, Synergy_ZIP=-3.69, Synergy_Bliss=-1.18, Synergy_Loewe=-5.23, Synergy_HSA=-1.41. (6) Cell line: HCC-2998. Drug 2: C1C(C(OC1N2C=C(C(=O)NC2=O)F)CO)O. Drug 1: CN1CCC(CC1)COC2=C(C=C3C(=C2)N=CN=C3NC4=C(C=C(C=C4)Br)F)OC. Synergy scores: CSS=41.3, Synergy_ZIP=-2.98, Synergy_Bliss=-7.97, Synergy_Loewe=-8.70, Synergy_HSA=-6.81. (7) Drug 1: CN1CCC(CC1)COC2=C(C=C3C(=C2)N=CN=C3NC4=C(C=C(C=C4)Br)F)OC. Drug 2: CCCCCOC(=O)NC1=NC(=O)N(C=C1F)C2C(C(C(O2)C)O)O. Cell line: NCI/ADR-RES. Synergy scores: CSS=8.04, Synergy_ZIP=-1.69, Synergy_Bliss=1.34, Synergy_Loewe=-1.96, Synergy_HSA=0.672.